Task: Regression. Given two drug SMILES strings and cell line genomic features, predict the synergy score measuring deviation from expected non-interaction effect.. Dataset: NCI-60 drug combinations with 297,098 pairs across 59 cell lines (1) Drug 1: C1=C(C(=O)NC(=O)N1)N(CCCl)CCCl. Drug 2: C1CNP(=O)(OC1)N(CCCl)CCCl. Cell line: HCC-2998. Synergy scores: CSS=19.6, Synergy_ZIP=3.34, Synergy_Bliss=6.72, Synergy_Loewe=-2.30, Synergy_HSA=6.54. (2) Drug 1: C(CCl)NC(=O)N(CCCl)N=O. Drug 2: C(CN)CNCCSP(=O)(O)O. Cell line: SK-OV-3. Synergy scores: CSS=-6.14, Synergy_ZIP=2.12, Synergy_Bliss=1.33, Synergy_Loewe=-5.78, Synergy_HSA=-5.24. (3) Drug 1: CC1=C(C(=CC=C1)Cl)NC(=O)C2=CN=C(S2)NC3=CC(=NC(=N3)C)N4CCN(CC4)CCO. Drug 2: CCC1(C2=C(COC1=O)C(=O)N3CC4=CC5=C(C=CC(=C5CN(C)C)O)N=C4C3=C2)O.Cl. Cell line: M14. Synergy scores: CSS=22.6, Synergy_ZIP=1.59, Synergy_Bliss=2.80, Synergy_Loewe=4.49, Synergy_HSA=3.56. (4) Drug 1: CCC1(CC2CC(C3=C(CCN(C2)C1)C4=CC=CC=C4N3)(C5=C(C=C6C(=C5)C78CCN9C7C(C=CC9)(C(C(C8N6C)(C(=O)OC)O)OC(=O)C)CC)OC)C(=O)OC)O.OS(=O)(=O)O. Drug 2: CS(=O)(=O)OCCCCOS(=O)(=O)C. Cell line: HT29. Synergy scores: CSS=4.39, Synergy_ZIP=1.32, Synergy_Bliss=6.30, Synergy_Loewe=2.76, Synergy_HSA=3.92. (5) Drug 1: C(=O)(N)NO. Drug 2: CCCCC(=O)OCC(=O)C1(CC(C2=C(C1)C(=C3C(=C2O)C(=O)C4=C(C3=O)C=CC=C4OC)O)OC5CC(C(C(O5)C)O)NC(=O)C(F)(F)F)O. Cell line: RXF 393. Synergy scores: CSS=20.5, Synergy_ZIP=-7.53, Synergy_Bliss=-16.6, Synergy_Loewe=-45.1, Synergy_HSA=-17.8. (6) Drug 1: C(CC(=O)O)C(=O)CN.Cl. Cell line: NCI-H322M. Synergy scores: CSS=14.8, Synergy_ZIP=-1.10, Synergy_Bliss=-2.01, Synergy_Loewe=-17.8, Synergy_HSA=-4.74. Drug 2: CN(C(=O)NC(C=O)C(C(C(CO)O)O)O)N=O. (7) Drug 1: CC1=C(C(=CC=C1)Cl)NC(=O)C2=CN=C(S2)NC3=CC(=NC(=N3)C)N4CCN(CC4)CCO. Drug 2: N.N.Cl[Pt+2]Cl. Cell line: M14. Synergy scores: CSS=24.6, Synergy_ZIP=1.14, Synergy_Bliss=3.29, Synergy_Loewe=2.27, Synergy_HSA=2.47. (8) Drug 1: C1C(C(OC1N2C=C(C(=O)NC2=O)F)CO)O. Drug 2: C1=NC2=C(N=C(N=C2N1C3C(C(C(O3)CO)O)F)Cl)N. Cell line: SK-MEL-28. Synergy scores: CSS=16.7, Synergy_ZIP=-1.88, Synergy_Bliss=2.48, Synergy_Loewe=0.439, Synergy_HSA=2.60. (9) Drug 1: C1=CC(=CC=C1C#N)C(C2=CC=C(C=C2)C#N)N3C=NC=N3. Drug 2: C(CN)CNCCSP(=O)(O)O. Cell line: SR. Synergy scores: CSS=-11.6, Synergy_ZIP=1.79, Synergy_Bliss=-6.30, Synergy_Loewe=-13.6, Synergy_HSA=-13.5.